From a dataset of Full USPTO retrosynthesis dataset with 1.9M reactions from patents (1976-2016). Predict the reactants needed to synthesize the given product. Given the product [OH:34][CH2:33][C:30]1([C:26]2[CH:25]=[C:24]([CH:29]=[CH:28][CH:27]=2)[CH2:23][N:21]2[C:20](=[O:45])[CH:19]=[CH:18][C:17]([C:15]3[O:14][N:13]=[C:12]([C:9]4[CH:8]=[CH:7][C:6]([C:3]([CH3:4])([CH3:5])[C:2]([F:46])([F:47])[F:1])=[CH:11][CH:10]=4)[N:16]=3)=[N:22]2)[CH2:31][CH2:32]1, predict the reactants needed to synthesize it. The reactants are: [F:1][C:2]([F:47])([F:46])[C:3]([C:6]1[CH:11]=[CH:10][C:9]([C:12]2[N:16]=[C:15]([C:17]3[CH:18]=[CH:19][C:20](=[O:45])[N:21]([CH2:23][C:24]4[CH:29]=[CH:28][CH:27]=[C:26]([C:30]5([CH2:33][O:34][Si](C(C)C)(C(C)C)C(C)C)[CH2:32][CH2:31]5)[CH:25]=4)[N:22]=3)[O:14][N:13]=2)=[CH:8][CH:7]=1)([CH3:5])[CH3:4].[F-].C([N+](CCCC)(CCCC)CCCC)CCC.